This data is from Full USPTO retrosynthesis dataset with 1.9M reactions from patents (1976-2016). The task is: Predict the reactants needed to synthesize the given product. (1) Given the product [Cl:1][C:2]1[CH:3]=[C:4]([N:9]2[C:13]([C:14]3[CH:19]=[C:18]([CH3:20])[CH:17]=[C:16]([F:21])[CH:15]=3)=[CH:12][C:11]([C:22]([OH:24])=[O:23])=[N:10]2)[CH:5]=[CH:6][C:7]=1[F:8], predict the reactants needed to synthesize it. The reactants are: [Cl:1][C:2]1[CH:3]=[C:4]([N:9]2[C:13]([C:14]3[CH:19]=[C:18]([CH3:20])[CH:17]=[C:16]([F:21])[CH:15]=3)=[CH:12][C:11]([C:22]([O:24]CC)=[O:23])=[N:10]2)[CH:5]=[CH:6][C:7]=1[F:8].ClC1C=C(N2C(C3C=C(F)C=C(Cl)C=3)=CC(C(O)=O)=N2)C=CC=1F. (2) Given the product [C:30]([C:34]1[CH:60]=[CH:59][C:37]([C:38]([NH:40][C:41]2[CH:46]=[CH:45][C:44]([C:47]3[S:51][C:50]([CH2:52][CH2:53][CH2:54][C:55]([OH:57])=[O:56])=[N:49][CH:48]=3)=[CH:43][CH:42]=2)=[O:39])=[CH:36][CH:35]=1)([CH3:33])([CH3:31])[CH3:32], predict the reactants needed to synthesize it. The reactants are: C(C1C=CC(C(NC2C=CC(C3SC(CCC(O)=O)=NC=3)=CC=2)=O)=CC=1)(C)(C)C.[C:30]([C:34]1[CH:60]=[CH:59][C:37]([C:38]([NH:40][C:41]2[CH:46]=[CH:45][C:44]([C:47]3[S:51][C:50]([CH2:52][CH2:53][CH2:54][C:55]([O:57]C)=[O:56])=[N:49][CH:48]=3)=[CH:43][CH:42]=2)=[O:39])=[CH:36][CH:35]=1)([CH3:33])([CH3:32])[CH3:31]. (3) Given the product [C:23]([NH:26][C:27]1[CH:35]=[CH:34][C:30]([C:31]([NH:1][CH2:2][C:3]2[C:4]([NH:16][CH:17]3[CH2:18][CH2:19][O:20][CH2:21][CH2:22]3)=[C:5]3[CH:13]=[N:12][N:11]([CH2:14][CH3:15])[C:6]3=[N:7][C:8]=2[CH2:9][CH3:10])=[O:32])=[CH:29][CH:28]=1)(=[O:25])[CH3:24], predict the reactants needed to synthesize it. The reactants are: [NH2:1][CH2:2][C:3]1[C:8]([CH2:9][CH3:10])=[N:7][C:6]2[N:11]([CH2:14][CH3:15])[N:12]=[CH:13][C:5]=2[C:4]=1[NH:16][CH:17]1[CH2:22][CH2:21][O:20][CH2:19][CH2:18]1.[C:23]([NH:26][C:27]1[CH:35]=[CH:34][C:30]([C:31](Cl)=[O:32])=[CH:29][CH:28]=1)(=[O:25])[CH3:24].CCN(C(C)C)C(C)C. (4) Given the product [O:9]1[CH2:10][CH2:11][O:12][CH:8]1[C:5]1[CH:6]=[CH:7][C:2]([C:23]2([OH:22])[CH2:24][CH2:25][N:26]([C:29]([O:31][CH2:32][C:33]3[CH:38]=[CH:37][CH:36]=[CH:35][CH:34]=3)=[O:30])[CH2:27][CH2:28]2)=[CH:3][C:4]=1[O:13][CH2:14][O:15][CH3:16], predict the reactants needed to synthesize it. The reactants are: Br[C:2]1[CH:7]=[CH:6][C:5]([CH:8]2[O:12][CH2:11][CH2:10][O:9]2)=[C:4]([O:13][CH2:14][O:15][CH3:16])[CH:3]=1.[Li]CCCC.[O:22]=[C:23]1[CH2:28][CH2:27][N:26]([C:29]([O:31][CH2:32][C:33]2[CH:38]=[CH:37][CH:36]=[CH:35][CH:34]=2)=[O:30])[CH2:25][CH2:24]1. (5) The reactants are: [CH2:1]([C:8]1[CH:9]=[C:10]([C:14]([C:16]2[C:17](Cl)=[N:18][CH:19]=[N:20][CH:21]=2)=[O:15])[S:11][C:12]=1[Cl:13])[C:2]1[CH:7]=[CH:6][CH:5]=[CH:4][CH:3]=1.Cl.[NH2:24][C@@H:25]1[CH2:29][C@H:28]([CH2:30][OH:31])[C@@H:27]([OH:32])[C@@H:26]1[F:33].C(N(CC)C(C)C)(C)C. Given the product [CH2:1]([C:8]1[CH:9]=[C:10]([C:14]([C:16]2[C:17]([NH:24][C@@H:25]3[CH2:29][C@H:28]([CH2:30][OH:31])[C@@H:27]([OH:32])[C@@H:26]3[F:33])=[N:18][CH:19]=[N:20][CH:21]=2)=[O:15])[S:11][C:12]=1[Cl:13])[C:2]1[CH:7]=[CH:6][CH:5]=[CH:4][CH:3]=1, predict the reactants needed to synthesize it. (6) Given the product [C:1]([N:5]1[CH2:30][CH2:29][CH2:28][CH2:27][C:8]2[C:9]([Br:26])=[C:10]3[C:19]4[CH:18]=[C:17]([S:20]([CH2:22][CH3:23])(=[O:59])=[O:21])[C:16]([O:24][CH3:25])=[CH:15][C:14]=4[CH2:13][CH2:12][N:11]3[C:7]=2[C:6]1=[O:31])([CH3:2])([CH3:3])[CH3:4], predict the reactants needed to synthesize it. The reactants are: [C:1]([N:5]1[CH2:30][CH2:29][CH2:28][CH2:27][C:8]2[C:9]([Br:26])=[C:10]3[C:19]4[CH:18]=[C:17]([S:20]([CH2:22][CH3:23])=[O:21])[C:16]([O:24][CH3:25])=[CH:15][C:14]=4[CH2:13][CH2:12][N:11]3[C:7]=2[C:6]1=[O:31])([CH3:4])([CH3:3])[CH3:2].C(N1CCCCC2C(C3SC=CC=3)=C3C4C=C(N5C=C(C[C@@H](O)C[OH:59])N=N5)C(OC)=CC=4CCN3C=2C1=O)(C)(C)C.N1C=CN=C1.CCCC[N+](CCCC)(CCCC)CCCC.CCCC[N+](CCCC)(CCCC)CCCC.CCCC[N+](CCCC)(CCCC)CCCC.CCCC[N+](CCCC)(CCCC)CCCC.CCCC[N+](CCCC)(CCCC)CCCC.OS([O-])(=O)=O.OS(O[O-])(=O)=O.OS(O[O-])(=O)=O.[O-]S([O-])(=O)=O. (7) Given the product [CH3:1][N:2]1[C:10]([CH2:11][N:38]2[CH2:39][CH2:40][CH:36]([C:34]([N:29]3[CH2:30][CH2:31][CH2:32][CH2:33]3)=[O:35])[CH2:37]2)=[N:9][C:8]2[C:3]1=[N:4][C:5]([N:19]1[C:23]3[CH:24]=[CH:25][CH:26]=[CH:27][C:22]=3[N:21]=[C:20]1[CH3:28])=[N:6][C:7]=2[N:13]1[CH2:14][CH2:15][O:16][CH2:17][CH2:18]1, predict the reactants needed to synthesize it. The reactants are: [CH3:1][N:2]1[C:10]([CH:11]=O)=[N:9][C:8]2[C:3]1=[N:4][C:5]([N:19]1[C:23]3[CH:24]=[CH:25][CH:26]=[CH:27][C:22]=3[N:21]=[C:20]1[CH3:28])=[N:6][C:7]=2[N:13]1[CH2:18][CH2:17][O:16][CH2:15][CH2:14]1.[N:29]1([C:34]([CH:36]2[CH2:40][CH2:39][NH:38][CH2:37]2)=[O:35])[CH2:33][CH2:32][CH2:31][CH2:30]1.C(O[BH-](OC(=O)C)OC(=O)C)(=O)C.[Na+].